Dataset: Reaction yield outcomes from USPTO patents with 853,638 reactions. Task: Predict the reaction yield, written as a fraction of the theoretical maximum amount of product (1.0 means a 100% yield; for example, 0.34 means a 34% yield). (1) No catalyst specified. The product is [CH:50]1([CH2:49][N:37]2[C:36](=[O:53])[C:35]([CH2:32][OH:33])=[CH:40][C:39]([C:41]3[CH:46]=[CH:45][C:44]([S:47][CH3:48])=[CH:43][CH:42]=3)=[N:38]2)[CH2:52][CH2:51]1. The yield is 0.226. The reactants are FC1C=C(F)C=CC=1C1C=C(CN2C(=O)C3=CC=CC=C3C2=O)C(=O)N(CC(C)C)N=1.[C:32]([C:35]1[C:36](=[O:53])[N:37]([CH2:49][CH:50]2[CH2:52][CH2:51]2)[N:38]=[C:39]([C:41]2[CH:46]=[CH:45][C:44]([S:47][CH3:48])=[CH:43][CH:42]=2)[CH:40]=1)(O)=[O:33]. (2) The reactants are Cl[CH2:2][C@@H:3]1[O:12][CH2:11][C@@H:6]2[CH2:7][O:8][CH2:9][CH2:10][N:5]2[CH2:4]1.[C:13]([O-:16])(=[O:15])[CH3:14].[K+]. The catalyst is CN(C=O)C. The product is [C:13]([O:16][CH2:2][CH:3]1[O:12][CH2:11][CH:6]2[CH2:7][O:8][CH2:9][CH2:10][N:5]2[CH2:4]1)(=[O:15])[CH3:14]. The yield is 0.420. (3) The reactants are [C:1]([O:5][C:6]([N:8]([C:24]([O:26][C:27]([CH3:30])([CH3:29])[CH3:28])=[O:25])[C:9]1[O:17][C:16]2[C:11](=[N:12][CH:13]=[C:14](Br)[CH:15]=2)[C:10]=1[C:19]([O:21][CH2:22][CH3:23])=[O:20])=[O:7])([CH3:4])([CH3:3])[CH3:2].[C:31](B1OC(C)(C)C(C)(C)O1)([CH3:33])=[CH2:32].[O-]P([O-])([O-])=O.[K+].[K+].[K+].O. The catalyst is O1CCOCC1.O.C(Cl)Cl.C1(P(C2CCCCC2)C2C=CC=CC=2C2C(C(C)C)=CC(C(C)C)=CC=2C(C)C)CCCCC1.NC1C=CC=CC=1C1C=CC=CC=1[Pd]Cl. The product is [C:1]([O:5][C:6]([N:8]([C:24]([O:26][C:27]([CH3:30])([CH3:29])[CH3:28])=[O:25])[C:9]1[O:17][C:16]2[C:11](=[N:12][CH:13]=[C:14]([C:31]([CH3:33])=[CH2:32])[CH:15]=2)[C:10]=1[C:19]([O:21][CH2:22][CH3:23])=[O:20])=[O:7])([CH3:4])([CH3:3])[CH3:2]. The yield is 0.980. (4) The reactants are [Br:1][C:2]1[CH:7]=[CH:6][C:5]([N:8]=[C:9]=[S:10])=[C:4]([F:11])[CH:3]=1.Cl[C:13]1[C:18]([CH2:19][C:20]#[N:21])=[CH:17][CH:16]=[CH:15][N:14]=1.[H-].[Na+]. The catalyst is CS(C)=O. The product is [Br:1][C:2]1[CH:7]=[CH:6][C:5]([NH:8][C:9]2[S:10][C:13]3=[N:14][CH:15]=[CH:16][CH:17]=[C:18]3[C:19]=2[C:20]#[N:21])=[C:4]([F:11])[CH:3]=1. The yield is 0.0900. (5) The reactants are [CH3:1][O:2][C:3]([C:5]1[C:13]2[C:8](=[CH:9][C:10](Cl)=[CH:11][CH:12]=2)[NH:7][N:6]=1)=[O:4].[O-:15]P([O-])([O-])=O.[K+].[K+].[K+].[CH:23]1(P([CH:25]2[CH2:26][CH2:27]C[CH2:23][CH2:24]2)C2C=CC=CC=2C2C=CC=CC=2)C[CH2:27][CH2:26][CH2:25][CH2:24]1.[C:48]([O:57][CH3:58])(=[O:56])[C:49]1[C:50](=[CH:52][CH:53]=[CH:54][CH:55]=1)[NH2:51]. The catalyst is COCCOC.C1C=CC(/C=C/C(/C=C/C2C=CC=CC=2)=O)=CC=1.C1C=CC(/C=C/C(/C=C/C2C=CC=CC=2)=O)=CC=1.C1C=CC(/C=C/C(/C=C/C2C=CC=CC=2)=O)=CC=1.[Pd].[Pd]. The product is [CH3:1][O:2][C:3]([C:5]1[C:13]2[C:8](=[CH:9][C:10]([NH:51][C:50]3[CH:52]=[CH:53][CH:54]=[CH:55][C:49]=3[C:48]([O:57][CH3:58])=[O:56])=[CH:11][CH:12]=2)[N:7]([CH:27]2[CH2:26][CH2:25][CH2:24][CH2:23][O:15]2)[N:6]=1)=[O:4]. The yield is 0.510. (6) The reactants are Br[C:2]1[CH:3]=[CH:4][C:5]2[O:10][C:9]([F:12])([F:11])[O:8][C:7]([F:14])([F:13])[C:6]=2[CH:15]=1. The catalyst is CO.CC#N.CCN(CC)CC.C1C=CC([P]([Pd]([P](C2C=CC=CC=2)(C2C=CC=CC=2)C2C=CC=CC=2)([P](C2C=CC=CC=2)(C2C=CC=CC=2)C2C=CC=CC=2)[P](C2C=CC=CC=2)(C2C=CC=CC=2)C2C=CC=CC=2)(C2C=CC=CC=2)C2C=CC=CC=2)=CC=1. The product is [CH3:7][O:8][C:9]([C:2]1[CH:3]=[CH:4][C:5]2[O:10][C:9]([F:12])([F:11])[O:8][C:7]([F:14])([F:13])[C:6]=2[CH:15]=1)=[O:10]. The yield is 0.850. (7) The reactants are [Cl:1][C:2]1[CH:3]=[C:4]([CH2:9][C:10]#[N:11])[CH:5]=[CH:6][C:7]=1[Cl:8].C1OCCOCCOCCOCCOC1.[H-].[Na+].[Na+].[I-].Cl[CH2:32][CH2:33][N:34]([CH2:42][CH2:43]Cl)[C:35](=[O:41])[O:36][C:37]([CH3:40])([CH3:39])[CH3:38].[NH4+].[Cl-]. The catalyst is CN(C=O)C. The product is [C:10]([C:9]1([C:4]2[CH:5]=[CH:6][C:7]([Cl:8])=[C:2]([Cl:1])[CH:3]=2)[CH2:43][CH2:42][N:34]([C:35]([O:36][C:37]([CH3:39])([CH3:38])[CH3:40])=[O:41])[CH2:33][CH2:32]1)#[N:11]. The yield is 0.680.